Dataset: Forward reaction prediction with 1.9M reactions from USPTO patents (1976-2016). Task: Predict the product of the given reaction. (1) Given the reactants [OH-].[Na+].C[O:4][C:5]([C:7]1[S:31][C:10]2[N:11]=[CH:12][N:13]=[C:14]([NH:15][C:16]3[CH:21]=[CH:20][C:19]([F:22])=[CH:18][C:17]=3[O:23][C@H:24]3[CH2:29][CH2:28][CH2:27][CH2:26][C@@H:25]3[OH:30])[C:9]=2[C:8]=1[CH3:32])=[O:6].Cl, predict the reaction product. The product is: [F:22][C:19]1[CH:20]=[CH:21][C:16]([NH:15][C:14]2[C:9]3[C:8]([CH3:32])=[C:7]([C:5]([OH:6])=[O:4])[S:31][C:10]=3[N:11]=[CH:12][N:13]=2)=[C:17]([O:23][C@H:24]2[CH2:29][CH2:28][CH2:27][CH2:26][C@@H:25]2[OH:30])[CH:18]=1. (2) Given the reactants [CH3:1][C:2]([C@H:5]1[CH2:10][CH2:9][C@H:8]([C@H:11]([NH:16][C:17]([C:19]2[C:28]([NH:29]C(OC(C)(C)C)=O)=[CH:27][C:26]3[C:21](=[CH:22][CH:23]=[CH:24][CH:25]=3)[CH:20]=2)=[O:18])[C:12]([O:14][CH3:15])=[O:13])[CH2:7][CH2:6]1)([CH3:4])[CH3:3].[ClH:37], predict the reaction product. The product is: [ClH:37].[NH2:29][C:28]1[C:19]([C:17]([NH:16][C@@H:11]([C@H:8]2[CH2:7][CH2:6][C@H:5]([C:2]([CH3:4])([CH3:3])[CH3:1])[CH2:10][CH2:9]2)[C:12]([O:14][CH3:15])=[O:13])=[O:18])=[CH:20][C:21]2[C:26]([CH:27]=1)=[CH:25][CH:24]=[CH:23][CH:22]=2. (3) Given the reactants [F:1][C:2]1[CH:3]=[C:4]([CH:7]=[C:8]([F:10])[CH:9]=1)[CH2:5][OH:6].[C:11](Cl)([Cl:13])=[O:12], predict the reaction product. The product is: [Cl:13][C:11]([O:6][CH2:5][C:4]1[CH:3]=[C:2]([F:1])[CH:9]=[C:8]([F:10])[CH:7]=1)=[O:12]. (4) Given the reactants [OH-].[NH4+:2].[CH2:3]([O:10][C:11]([N:13]1[CH2:18][CH2:17][C:16](=O)[CH2:15][CH2:14]1)=[O:12])[C:4]1[CH:9]=[CH:8][CH:7]=[CH:6][CH:5]=1.[Cl-].[NH4+:21].[C-:22]#N.[Na+].Cl, predict the reaction product. The product is: [NH2:2][C:16]1([C:22]#[N:21])[CH2:17][CH2:18][N:13]([C:11]([O:10][CH2:3][C:4]2[CH:9]=[CH:8][CH:7]=[CH:6][CH:5]=2)=[O:12])[CH2:14][CH2:15]1.